This data is from Forward reaction prediction with 1.9M reactions from USPTO patents (1976-2016). The task is: Predict the product of the given reaction. (1) Given the reactants [Cl:1][C:2]1[CH:18]=[CH:17][C:16]([Cl:19])=[CH:15][C:3]=1[O:4][CH2:5][C:6]1[CH:11]=[CH:10][N:9]=[C:8]([C:12]([OH:14])=O)[CH:7]=1.[NH2:20][C:21]1[CH:22]=[N:23][N:24]([CH2:26][CH:27]([OH:30])[CH2:28][CH3:29])[CH:25]=1, predict the reaction product. The product is: [Cl:1][C:2]1[CH:18]=[CH:17][C:16]([Cl:19])=[CH:15][C:3]=1[O:4][CH2:5][C:6]1[CH:11]=[CH:10][N:9]=[C:8]([C:12]([NH:20][C:21]2[CH:22]=[N:23][N:24]([CH2:26][CH:27]([OH:30])[CH2:28][CH3:29])[CH:25]=2)=[O:14])[CH:7]=1. (2) Given the reactants [CH3:1][O:2][C:3]1[CH:8]=[CH:7][C:6]2[C:9]3([CH2:19][O:20][C:5]=2[CH:4]=1)[C:17]1[C:12](=[CH:13][CH:14]=[CH:15][CH:16]=1)[NH:11][C:10]3=[O:18].CC1C2C=C3[C:33]4([C:41]5[C:36](=[CH:37]C=C[CH:40]=5)N[C:34]4=[O:42])COC3=CC=2ON=1.BrCC1CCOCC1.BrCC1OC(C(F)(F)F)=CC=1, predict the reaction product. The product is: [CH3:1][O:2][C:3]1[CH:8]=[CH:7][C:6]2[C:9]3([CH2:19][O:20][C:5]=2[CH:4]=1)[C:17]1[C:12](=[CH:13][CH:14]=[CH:15][CH:16]=1)[N:11]([CH2:40][CH:41]1[CH2:36][CH2:37][O:42][CH2:34][CH2:33]1)[C:10]3=[O:18]. (3) The product is: [Cl:17][CH2:2][C:3]1[S:7][C:6]([N:8]2[CH2:13][CH2:12][NH:11][C:10](=[O:14])[CH2:9]2)=[N:5][CH:4]=1. Given the reactants O[CH2:2][C:3]1[S:7][C:6]([N:8]2[CH2:13][CH2:12][NH:11][C:10](=[O:14])[CH2:9]2)=[N:5][CH:4]=1.S(Cl)([Cl:17])=O, predict the reaction product. (4) Given the reactants [CH2:1]([NH:6][C:7]1[N:8]=[CH:9][NH:10][C:11]=1[C:12]1[NH:16][N:15]=[CH:14][N:13]=1)[CH2:2][CH2:3][CH2:4][CH3:5].C1N=CN([C:22](N2C=NC=C2)=[O:23])C=1, predict the reaction product. The product is: [CH2:1]([N:6]1[C:7]2[N:8]=[CH:9][NH:10][C:11]=2[C:12]2=[N:13][CH:14]=[N:15][N:16]2[C:22]1=[O:23])[CH2:2][CH2:3][CH2:4][CH3:5]. (5) Given the reactants [CH2:1]([O:8][C:9]1[CH:10]=[CH:11][C:12]([C@@H:20]([O:40][Si](C(C)(C)C)(C)C)[CH2:21][NH:22][CH2:23][CH2:24][CH2:25][CH2:26][CH2:27][CH2:28][O:29][CH2:30][C:31]([F:39])([F:38])[C:32]2[CH:37]=[CH:36][CH:35]=[CH:34][CH:33]=2)=[C:13]2[C:18]=1[NH:17][C:16](=[O:19])[CH:15]=[CH:14]2)[C:2]1[CH:7]=[CH:6][CH:5]=[CH:4][CH:3]=1.[F-].C([N+](CCCC)(CCCC)CCCC)CCC, predict the reaction product. The product is: [CH2:1]([O:8][C:9]1[CH:10]=[CH:11][C:12]([C@@H:20]([OH:40])[CH2:21][NH:22][CH2:23][CH2:24][CH2:25][CH2:26][CH2:27][CH2:28][O:29][CH2:30][C:31]([F:39])([F:38])[C:32]2[CH:37]=[CH:36][CH:35]=[CH:34][CH:33]=2)=[C:13]2[C:18]=1[NH:17][C:16](=[O:19])[CH:15]=[CH:14]2)[C:2]1[CH:3]=[CH:4][CH:5]=[CH:6][CH:7]=1. (6) Given the reactants Cl[CH2:2][CH2:3][O:4][C:5]1[C:13]2[C:8](=[N:9][CH:10]=[N:11][C:12]=2[NH:14][C:15]2[CH:20]=[CH:19][C:18]([O:21][CH2:22][C:23]3[CH:28]=[CH:27][CH:26]=[CH:25][N:24]=3)=[C:17]([CH3:29])[CH:16]=2)[NH:7][N:6]=1.[NH:30]1[CH2:34][CH2:33][CH2:32][CH2:31]1, predict the reaction product. The product is: [CH3:29][C:17]1[CH:16]=[C:15]([NH:14][C:12]2[N:11]=[CH:10][N:9]=[C:8]3[NH:7][N:6]=[C:5]([O:4][CH2:3][CH2:2][N:30]4[CH2:34][CH2:33][CH2:32][CH2:31]4)[C:13]=23)[CH:20]=[CH:19][C:18]=1[O:21][CH2:22][C:23]1[CH:28]=[CH:27][CH:26]=[CH:25][N:24]=1.